Dataset: Reaction yield outcomes from USPTO patents with 853,638 reactions. Task: Predict the reaction yield, written as a fraction of the theoretical maximum amount of product (1.0 means a 100% yield; for example, 0.34 means a 34% yield). (1) No catalyst specified. The product is [C:1]([C:5]1[O:9][N:8]=[C:7]([NH:10][C:11]([NH:13][C:14]2[CH:19]=[CH:18][CH:17]=[C:16]([S:20][C:21]3[C:30]4[C:25](=[CH:26][C:27]([O:33][CH2:34][CH2:35][CH2:36][N:38]5[CH2:42][CH2:41][CH2:40][CH2:39]5)=[C:28]([O:31][CH3:32])[CH:29]=4)[N:24]=[CH:23][N:22]=3)[CH:15]=2)=[O:12])[CH:6]=1)([CH3:4])([CH3:3])[CH3:2]. The yield is 0.0600. The reactants are [C:1]([C:5]1[O:9][N:8]=[C:7]([NH:10][C:11]([NH:13][C:14]2[CH:19]=[CH:18][CH:17]=[C:16]([S:20][C:21]3[C:30]4[C:25](=[CH:26][C:27]([O:33][CH2:34][CH2:35][CH2:36]Cl)=[C:28]([O:31][CH3:32])[CH:29]=4)[N:24]=[CH:23][N:22]=3)[CH:15]=2)=[O:12])[CH:6]=1)([CH3:4])([CH3:3])[CH3:2].[NH:38]1[CH2:42][CH2:41][CH2:40][CH2:39]1. (2) The reactants are Cl[C:2]1[N:7]=[C:6]2[N:8]=[C:9]([Cl:12])[CH:10]=[CH:11][C:5]2=[N:4][CH:3]=1.[NH:13]1[CH2:18][CH2:17][O:16][CH2:15][CH2:14]1.C(N(CC)CC)C.O. The product is [Cl:12][C:9]1[CH:10]=[CH:11][C:5]2[C:6]([N:8]=1)=[N:7][C:2]([N:13]1[CH2:18][CH2:17][O:16][CH2:15][CH2:14]1)=[CH:3][N:4]=2. The yield is 0.400. The catalyst is C(Cl)Cl. (3) The reactants are [C:1]([O:5][C:6]([NH:8][C:9]1[CH:14]=[CH:13][C:12]([CH2:15][CH2:16][C:17](O)=[O:18])=[CH:11][CH:10]=1)=[O:7])([CH3:4])([CH3:3])[CH3:2].CN([P+](ON1N=NC2C=CC=CC1=2)(N(C)C)N(C)C)C.F[P-](F)(F)(F)(F)F.CCN(C(C)C)C(C)C.[BH4-].[Na+]. The catalyst is C1COCC1.C(OCC)(=O)C.CCCCCCC. The product is [OH:18][CH2:17][CH2:16][CH2:15][C:12]1[CH:13]=[CH:14][C:9]([NH:8][C:6](=[O:7])[O:5][C:1]([CH3:3])([CH3:2])[CH3:4])=[CH:10][CH:11]=1. The yield is 0.490. (4) The reactants are O.NN.[Cl:4][C:5]1[CH:6]=[C:7]([CH2:16][N:17]2C(=O)C3C(=CC=CC=3)C2=O)[CH:8]=[N:9][C:10]=1[O:11][CH2:12][CH:13]([F:15])[F:14]. The catalyst is CO. The product is [ClH:4].[Cl:4][C:5]1[CH:6]=[C:7]([CH2:16][NH2:17])[CH:8]=[N:9][C:10]=1[O:11][CH2:12][CH:13]([F:14])[F:15]. The yield is 0.910.